From a dataset of Full USPTO retrosynthesis dataset with 1.9M reactions from patents (1976-2016). Predict the reactants needed to synthesize the given product. (1) Given the product [C:2]([CH:10]1[CH2:15][CH2:14][N:13]([C:17]2[N:22]([CH3:23])[C:21](=[O:24])[CH:20]=[C:19]([C:25]3[CH:26]=[CH:27][N:28]=[CH:29][CH:30]=3)[N:18]=2)[CH2:12][CH2:11]1)(=[O:9])[C:3]1[CH:8]=[CH:7][CH:6]=[CH:5][CH:4]=1, predict the reactants needed to synthesize it. The reactants are: Cl.[C:2]([CH:10]1[CH2:15][CH2:14][NH:13][CH2:12][CH2:11]1)(=[O:9])[C:3]1[CH:8]=[CH:7][CH:6]=[CH:5][CH:4]=1.Cl[C:17]1[N:22]([CH3:23])[C:21](=[O:24])[CH:20]=[C:19]([C:25]2[CH:30]=[CH:29][N:28]=[CH:27][CH:26]=2)[N:18]=1.C(N(CC)CC)C.O. (2) Given the product [Cl:1][C:2]1[C:6]([CH3:7])=[C:5]([NH:8][C:9](=[O:17])[C:10]2[CH:11]=[CH:12][C:13]([F:16])=[CH:14][CH:15]=2)[S:4][C:3]=1[C:18]([NH:26][C:25]1[CH:27]=[CH:28][C:22]([F:21])=[CH:23][CH:24]=1)=[O:20], predict the reactants needed to synthesize it. The reactants are: [Cl:1][C:2]1[C:6]([CH3:7])=[C:5]([NH:8][C:9](=[O:17])[C:10]2[CH:15]=[CH:14][C:13]([F:16])=[CH:12][CH:11]=2)[S:4][C:3]=1[C:18]([OH:20])=O.[F:21][C:22]1[CH:28]=[CH:27][C:25]([NH2:26])=[CH:24][CH:23]=1. (3) Given the product [CH3:31][N:2]([CH3:1])[CH2:3][CH2:4][CH2:5][O:6][C:7]1[CH:8]=[N:9][C:10]([C:13]2[CH:14]=[C:15]([CH:28]=[CH:29][CH:30]=2)[CH2:16][N:17]2[C:22](=[O:23])[CH:21]=[CH:20][C:19]([C:24]3[NH:25][C:39](=[O:40])[O:27][N:26]=3)=[N:18]2)=[N:11][CH:12]=1, predict the reactants needed to synthesize it. The reactants are: [CH3:1][N:2]([CH3:31])[CH2:3][CH2:4][CH2:5][O:6][C:7]1[CH:8]=[N:9][C:10]([C:13]2[CH:14]=[C:15]([CH:28]=[CH:29][CH:30]=2)[CH2:16][N:17]2[C:22](=[O:23])[CH:21]=[CH:20][C:19]([C:24]([NH:26][OH:27])=[NH:25])=[N:18]2)=[N:11][CH:12]=1.N1C=CC=CC=1.Cl[C:39](OCC)=[O:40]. (4) Given the product [C:22]([O:21][C:19]1[N:4]2[N:3]=[C:2]([CH3:1])[C:6]([CH2:7][C:8]3[CH:13]=[CH:12][CH:11]=[CH:10][C:9]=3[CH3:14])=[C:5]2[N:15]=[C:17]([C:24]2[CH:29]=[CH:28][N:27]=[CH:26][CH:25]=2)[CH:18]=1)(=[O:32])[CH3:23], predict the reactants needed to synthesize it. The reactants are: [CH3:1][C:2]1[C:6]([CH2:7][C:8]2[CH:13]=[CH:12][CH:11]=[CH:10][C:9]=2[CH3:14])=[C:5]([NH2:15])[NH:4][N:3]=1.O=[C:17]([C:24]1[CH:29]=[CH:28][N:27]=[CH:26][CH:25]=1)[CH2:18][C:19]([O:21][CH2:22][CH3:23])=O.C(O)(=[O:32])C. (5) Given the product [I:24][C:17]1[CH:22]=[C:21]([C:10]2[CH:11]=[CH:12][C:7]([CH2:6][O:5][C:1]([CH3:4])([CH3:3])[CH3:2])=[CH:8][CH:9]=2)[N:20]=[CH:19][N:18]=1, predict the reactants needed to synthesize it. The reactants are: [C:1]([O:5][CH2:6][C:7]1[CH:12]=[CH:11][C:10](B(O)O)=[CH:9][CH:8]=1)([CH3:4])([CH3:3])[CH3:2].Cl[C:17]1[CH:22]=[C:21](Cl)[N:20]=[CH:19][N:18]=1.[IH:24]. (6) Given the product [Cl:1][C:2]1[CH:7]=[CH:6][CH:5]=[CH:4][C:3]=1[N:8]1[C:12]([C:13]2[CH:14]=[C:15]([CH:16]=[CH:17][CH:18]=2)[O:19][CH2:31][C:32]([O:34][CH3:35])=[O:33])=[CH:11][C:10]([C:20]([F:23])([F:21])[F:22])=[N:9]1, predict the reactants needed to synthesize it. The reactants are: [Cl:1][C:2]1[CH:7]=[CH:6][CH:5]=[CH:4][C:3]=1[N:8]1[C:12]([C:13]2[CH:14]=[C:15]([OH:19])[CH:16]=[CH:17][CH:18]=2)=[CH:11][C:10]([C:20]([F:23])([F:22])[F:21])=[N:9]1.C([O-])([O-])=O.[K+].[K+].Br[CH2:31][C:32]([O:34][CH3:35])=[O:33].